Task: Predict the reactants needed to synthesize the given product.. Dataset: Retrosynthesis with 50K atom-mapped reactions and 10 reaction types from USPTO (1) Given the product Nc1ncc(-c2ccc3c(c2)CNCCO3)cc1S(N)(=O)=O, predict the reactants needed to synthesize it. The reactants are: CC(C)(C)OC(=O)N1CCOc2ccc(-c3cnc(N)c(S(N)(=O)=O)c3)cc2C1. (2) Given the product CCOC(=O)C(/C=C(\C)CP(=O)(O)O)NCc1ccccc1, predict the reactants needed to synthesize it. The reactants are: CCOC(=O)C(N)/C=C(\C)CP(=O)(O)O.O=Cc1ccccc1.